This data is from NCI-60 drug combinations with 297,098 pairs across 59 cell lines. The task is: Regression. Given two drug SMILES strings and cell line genomic features, predict the synergy score measuring deviation from expected non-interaction effect. (1) Drug 1: C1C(C(OC1N2C=C(C(=O)NC2=O)F)CO)O. Drug 2: C1=CN(C=N1)CC(O)(P(=O)(O)O)P(=O)(O)O. Cell line: DU-145. Synergy scores: CSS=22.7, Synergy_ZIP=-1.83, Synergy_Bliss=1.16, Synergy_Loewe=-33.8, Synergy_HSA=-1.97. (2) Drug 1: CC1C(C(CC(O1)OC2CC(CC3=C2C(=C4C(=C3O)C(=O)C5=C(C4=O)C(=CC=C5)OC)O)(C(=O)CO)O)N)O.Cl. Drug 2: C1CN(CCN1C(=O)CCBr)C(=O)CCBr. Cell line: MALME-3M. Synergy scores: CSS=9.15, Synergy_ZIP=-2.93, Synergy_Bliss=-0.904, Synergy_Loewe=-0.219, Synergy_HSA=-0.132. (3) Drug 2: N.N.Cl[Pt+2]Cl. Cell line: HCT-15. Synergy scores: CSS=31.2, Synergy_ZIP=6.20, Synergy_Bliss=5.59, Synergy_Loewe=2.65, Synergy_HSA=3.08. Drug 1: C1CCC(CC1)NC(=O)N(CCCl)N=O. (4) Drug 1: C1=CC=C(C=C1)NC(=O)CCCCCCC(=O)NO. Drug 2: C1=NC2=C(N1)C(=S)N=CN2. Cell line: TK-10. Synergy scores: CSS=58.5, Synergy_ZIP=4.20, Synergy_Bliss=5.11, Synergy_Loewe=5.71, Synergy_HSA=6.08. (5) Drug 1: CC1=C2C(C(=O)C3(C(CC4C(C3C(C(C2(C)C)(CC1OC(=O)C(C(C5=CC=CC=C5)NC(=O)C6=CC=CC=C6)O)O)OC(=O)C7=CC=CC=C7)(CO4)OC(=O)C)O)C)OC(=O)C. Drug 2: CC(C)CN1C=NC2=C1C3=CC=CC=C3N=C2N. Cell line: LOX IMVI. Synergy scores: CSS=52.9, Synergy_ZIP=2.31, Synergy_Bliss=3.56, Synergy_Loewe=-0.374, Synergy_HSA=2.57. (6) Drug 1: C1=CC(=CC=C1CCC2=CNC3=C2C(=O)NC(=N3)N)C(=O)NC(CCC(=O)O)C(=O)O. Drug 2: C(=O)(N)NO. Cell line: TK-10. Synergy scores: CSS=49.6, Synergy_ZIP=6.95, Synergy_Bliss=4.99, Synergy_Loewe=-6.95, Synergy_HSA=5.72. (7) Drug 1: CCC(=C(C1=CC=CC=C1)C2=CC=C(C=C2)OCCN(C)C)C3=CC=CC=C3.C(C(=O)O)C(CC(=O)O)(C(=O)O)O. Drug 2: C1=CC=C(C(=C1)C(C2=CC=C(C=C2)Cl)C(Cl)Cl)Cl. Cell line: MDA-MB-435. Synergy scores: CSS=-3.14, Synergy_ZIP=-0.410, Synergy_Bliss=-4.18, Synergy_Loewe=-3.32, Synergy_HSA=-4.50. (8) Drug 2: CN1C(=O)N2C=NC(=C2N=N1)C(=O)N. Synergy scores: CSS=2.64, Synergy_ZIP=-2.25, Synergy_Bliss=-3.28, Synergy_Loewe=-1.66, Synergy_HSA=-2.45. Drug 1: C1CCN(CC1)CCOC2=CC=C(C=C2)C(=O)C3=C(SC4=C3C=CC(=C4)O)C5=CC=C(C=C5)O. Cell line: LOX IMVI. (9) Drug 1: CN1CCC(CC1)COC2=C(C=C3C(=C2)N=CN=C3NC4=C(C=C(C=C4)Br)F)OC. Drug 2: CS(=O)(=O)CCNCC1=CC=C(O1)C2=CC3=C(C=C2)N=CN=C3NC4=CC(=C(C=C4)OCC5=CC(=CC=C5)F)Cl. Cell line: A498. Synergy scores: CSS=8.33, Synergy_ZIP=-5.82, Synergy_Bliss=-3.55, Synergy_Loewe=-6.62, Synergy_HSA=-3.38. (10) Drug 1: CC12CCC3C(C1CCC2=O)CC(=C)C4=CC(=O)C=CC34C. Drug 2: CC12CCC3C(C1CCC2O)C(CC4=C3C=CC(=C4)O)CCCCCCCCCS(=O)CCCC(C(F)(F)F)(F)F. Cell line: DU-145. Synergy scores: CSS=56.6, Synergy_ZIP=0.438, Synergy_Bliss=0.895, Synergy_Loewe=1.76, Synergy_HSA=1.41.